The task is: Predict the reaction yield, written as a fraction of the theoretical maximum amount of product (1.0 means a 100% yield; for example, 0.34 means a 34% yield).. This data is from Reaction yield outcomes from USPTO patents with 853,638 reactions. (1) The reactants are [F:1][C:2]1[CH:8]=[C:7]([I:9])[CH:6]=[CH:5][C:3]=1[NH2:4].[C:10](OC(=O)C)(=[O:12])[CH3:11]. The catalyst is O1CCCC1. The product is [F:1][C:2]1[CH:8]=[C:7]([I:9])[CH:6]=[CH:5][C:3]=1[NH:4][C:10](=[O:12])[CH3:11]. The yield is 0.920. (2) The reactants are [NH2:1][C:2]1[CH:14]=[C:13]2[C:5]([C:6]3[CH:7]=[C:8]([C:22]4[C:23]([CH3:28])=[N:24][O:25][C:26]=4[CH3:27])[CH:9]=[C:10]([C:19]([NH2:21])=[O:20])[C:11]=3[N:12]2[CH2:15][CH:16]2[CH2:18][CH2:17]2)=[CH:4][CH:3]=1.C(Cl)Cl.[N:32]([CH2:35][CH3:36])=[C:33]=[O:34]. The catalyst is CN(C1C=CN=CC=1)C.N1C=CC=CC=1. The product is [CH:16]1([CH2:15][N:12]2[C:11]3[C:10]([C:19]([NH2:21])=[O:20])=[CH:9][C:8]([C:22]4[C:23]([CH3:28])=[N:24][O:25][C:26]=4[CH3:27])=[CH:7][C:6]=3[C:5]3[C:13]2=[CH:14][C:2]([NH:1][C:33](=[O:34])[NH:32][CH2:35][CH3:36])=[CH:3][CH:4]=3)[CH2:18][CH2:17]1. The yield is 0.0880. (3) The reactants are [NH2:1][C:2]1[CH:3]=[C:4]([C:8]2[C:16]([C:17]3[CH:22]=[CH:21][N:20]=[C:19]([NH:23][C:24]4[CH:29]=[CH:28][CH:27]=[C:26]([CH2:30][N:31]([CH3:33])[CH3:32])[CH:25]=4)[N:18]=3)=[C:11]3[CH:12]=[CH:13][CH:14]=[CH:15][N:10]3[N:9]=2)[CH:5]=[CH:6][CH:7]=1.C1COCC1.C1C=CC2N(O)N=NC=2C=1.C[C:50]1[S:54][C:53]([C:55]2C=CC=CC=2)=N[C:51]=1[CH2:61][C:62]([OH:64])=O. The catalyst is CC(N(C)C)=O. The product is [CH3:32][N:31]([CH2:30][C:26]1[CH:25]=[C:24]([NH:23][C:19]2[N:18]=[C:17]([C:16]3[C:8]([C:4]4[CH:3]=[C:2]([NH:1][C:62](=[O:64])[CH2:61][C:51]5[CH:55]=[CH:53][S:54][CH:50]=5)[CH:7]=[CH:6][CH:5]=4)=[N:9][N:10]4[CH:15]=[CH:14][CH:13]=[CH:12][C:11]=34)[CH:22]=[CH:21][N:20]=2)[CH:29]=[CH:28][CH:27]=1)[CH3:33]. The yield is 0.670.